Dataset: Reaction yield outcomes from USPTO patents with 853,638 reactions. Task: Predict the reaction yield, written as a fraction of the theoretical maximum amount of product (1.0 means a 100% yield; for example, 0.34 means a 34% yield). (1) The catalyst is CCO.[Pd].C1(P(C2C=CC=CC=2)C2C=CC=CC=2)C=CC=CC=1.C1(P(C2C=CC=CC=2)C2C=CC=CC=2)C=CC=CC=1.C1(P(C2C=CC=CC=2)C2C=CC=CC=2)C=CC=CC=1.C1(P(C2C=CC=CC=2)C2C=CC=CC=2)C=CC=CC=1. The product is [C:19]1([C:28]2[CH:29]=[CH:30][CH:31]=[CH:32][CH:33]=2)[CH:24]=[CH:23][C:22]([C:2]2[CH:6]=[CH:5][O:4][CH:3]=2)=[CH:21][CH:20]=1. The yield is 0.760. The reactants are Br[C:2]1[CH:6]=[CH:5][O:4][CH:3]=1.C1C=CC=CC=1.C([O-])([O-])=O.[Na+].[Na+].[C:19]1([C:28]2[CH:33]=[CH:32][CH:31]=[CH:30][CH:29]=2)[CH:24]=[CH:23][C:22](B(O)O)=[CH:21][CH:20]=1. (2) The reactants are [CH3:1][O:2][C:3]1[CH:8]=[CH:7][C:6]([C:9]2[N:10]=[C:11]([CH2:22][C:23]([O:25][CH3:26])=[O:24])[O:12][C:13]=2[C:14]2[CH:19]=[CH:18][C:17]([O:20][CH3:21])=[CH:16][CH:15]=2)=[CH:5][CH:4]=1.[CH2:27]([O:34][C:35]([N:37]([CH2:41][CH2:42]Br)[CH2:38][CH2:39]Br)=[O:36])[C:28]1[CH:33]=[CH:32][CH:31]=[CH:30][CH:29]=1.[H-].[Na+].Cl. The catalyst is CN(C)C=O. The product is [CH2:27]([O:34][C:35]([N:37]1[CH2:41][CH2:42][C:22]([C:11]2[O:12][C:13]([C:14]3[CH:19]=[CH:18][C:17]([O:20][CH3:21])=[CH:16][CH:15]=3)=[C:9]([C:6]3[CH:5]=[CH:4][C:3]([O:2][CH3:1])=[CH:8][CH:7]=3)[N:10]=2)([C:23]([O:25][CH3:26])=[O:24])[CH2:39][CH2:38]1)=[O:36])[C:28]1[CH:33]=[CH:32][CH:31]=[CH:30][CH:29]=1. The yield is 0.190. (3) The reactants are Cl[C:2]1[CH:11]=[CH:10][N:9]=[C:8]2[C:3]=1[C:4]1[CH:16]=[CH:15][CH:14]=[CH:13][C:5]=1[C:6](=[O:12])[NH:7]2.[C:17]([C:19]1[CH:20]=[C:21]([CH:23]=[CH:24][CH:25]=1)[NH2:22])#[CH:18]. No catalyst specified. The product is [NH2:22][C:21]1[CH:20]=[C:19]([C:17]#[C:18][C:2]2[CH:11]=[CH:10][N:9]=[C:8]3[C:3]=2[C:4]2[CH:16]=[CH:15][CH:14]=[CH:13][C:5]=2[C:6](=[O:12])[NH:7]3)[CH:25]=[CH:24][CH:23]=1. The yield is 0.740. (4) The reactants are N#N.[C:3]([NH:7][C:8](=[O:19])[C:9]1[CH:14]=[CH:13][C:12]([C:15]([CH3:18])([CH3:17])[CH3:16])=[CH:11][CH:10]=1)([CH3:6])([CH3:5])[CH3:4].C([Li])(CC)C.CN([CH:28]=[O:29])C.[NH4+].[Cl-]. The catalyst is O.C1COCC1. The product is [C:3]([N:7]1[CH:28]([OH:29])[C:10]2[C:9](=[CH:14][CH:13]=[C:12]([C:15]([CH3:18])([CH3:17])[CH3:16])[CH:11]=2)[C:8]1=[O:19])([CH3:6])([CH3:5])[CH3:4]. The yield is 0.880. (5) The catalyst is C1C=CC([P]([Pd]([P](C2C=CC=CC=2)(C2C=CC=CC=2)C2C=CC=CC=2)([P](C2C=CC=CC=2)(C2C=CC=CC=2)C2C=CC=CC=2)[P](C2C=CC=CC=2)(C2C=CC=CC=2)C2C=CC=CC=2)(C2C=CC=CC=2)C2C=CC=CC=2)=CC=1. The product is [F:31][C:32]1[CH:33]=[C:34]([C:2]2[C:11]3[C:6](=[C:7]([C:14]#[N:15])[CH:8]=[C:9]([O:12][CH3:13])[CH:10]=3)[C:5](=[O:16])[N:4]([C:17]3[CH:22]=[CH:21][C:20]([O:23][CH3:24])=[CH:19][CH:18]=3)[CH:3]=2)[CH:35]=[CH:36][C:37]=1[C:38]([F:39])([F:40])[F:41]. The yield is 0.984. The reactants are Br[C:2]1[C:11]2[C:6](=[C:7]([C:14]#[N:15])[CH:8]=[C:9]([O:12][CH3:13])[CH:10]=2)[C:5](=[O:16])[N:4]([C:17]2[CH:22]=[CH:21][C:20]([O:23][CH3:24])=[CH:19][CH:18]=2)[CH:3]=1.C(=O)([O-])[O-].[Cs+].[Cs+].[F:31][C:32]1[CH:33]=[C:34](B2OC(C)(C)C(C)(C)O2)[CH:35]=[CH:36][C:37]=1[C:38]([F:41])([F:40])[F:39]. (6) The reactants are [Si]([O:8][CH2:9][C@@H:10]([CH3:25])[CH2:11][N:12]1[C:17]2[CH:18]=[C:19]([O:22][CH3:23])[CH:20]=[CH:21][C:16]=2[O:15][CH2:14][C:13]1=[O:24])(C(C)(C)C)(C)C.O.[F-].C([N+](CCCC)(CCCC)CCCC)CCC. The catalyst is CCCCCCC.CCOC(C)=O. The product is [OH:8][CH2:9][C@@H:10]([CH3:25])[CH2:11][N:12]1[C:17]2[CH:18]=[C:19]([O:22][CH3:23])[CH:20]=[CH:21][C:16]=2[O:15][CH2:14][C:13]1=[O:24]. The yield is 1.00. (7) The reactants are [CH3:1][O:2][C:3]1[CH:4]=[C:5]2[C:10](=[CH:11][C:12]=1[O:13][CH3:14])[N:9]=[CH:8][N:7]=[C:6]2[O:15][C:16]1[CH:22]=[CH:21][C:19]([NH2:20])=[C:18]([N+:23]([O-:25])=[O:24])[CH:17]=1.C(N(CC)CC)C.ClC(Cl)(O[C:37](=[O:43])OC(Cl)(Cl)Cl)Cl.[N:45]1([CH2:50][CH2:51][NH2:52])[CH2:49][CH2:48][CH2:47][CH2:46]1. The catalyst is C(Cl)(Cl)Cl.O. The product is [CH3:1][O:2][C:3]1[CH:4]=[C:5]2[C:10](=[CH:11][C:12]=1[O:13][CH3:14])[N:9]=[CH:8][N:7]=[C:6]2[O:15][C:16]1[CH:22]=[CH:21][C:19]([NH:20][C:37]([NH:52][CH2:51][CH2:50][N:45]2[CH2:49][CH2:48][CH2:47][CH2:46]2)=[O:43])=[C:18]([N+:23]([O-:25])=[O:24])[CH:17]=1. The yield is 0.300. (8) The reactants are Br[C:2]1[C:14]2[C:13]3[C:8](=[CH:9][C:10]([C:15]([N:17]4[CH2:22][CH2:21][N:20]([CH3:23])[CH2:19][CH2:18]4)=[O:16])=[CH:11][CH:12]=3)[NH:7][C:6]=2[C:5]([C:24]([NH2:26])=[O:25])=[CH:4][CH:3]=1.C(=O)([O-])[O-].[Na+].[Na+].[CH3:33][C:34]1[C:40](B2OC(C)(C)C(C)(C)O2)=[CH:39][CH:38]=[CH:37][C:35]=1[NH2:36]. The catalyst is C1(C)C(CCO)=CC=CC=1. The product is [NH2:36][C:35]1[C:34]([CH3:33])=[C:40]([C:2]2[C:14]3[C:13]4[C:8](=[CH:9][C:10]([C:15]([N:17]5[CH2:22][CH2:21][N:20]([CH3:23])[CH2:19][CH2:18]5)=[O:16])=[CH:11][CH:12]=4)[NH:7][C:6]=3[C:5]([C:24]([NH2:26])=[O:25])=[CH:4][CH:3]=2)[CH:39]=[CH:38][CH:37]=1. The yield is 0.650. (9) The reactants are I[C:2]1[CH:7]=[C:6]([N+:8]([O-:10])=[O:9])[C:5]([NH2:11])=[C:4]([CH3:12])[CH:3]=1.[N:13]1[CH:18]=[CH:17][CH:16]=[CH:15][C:14]=1[O-:19].C([N+](CCCC)(CCCC)CCCC)CCC. The catalyst is [Cu]I.CN(C=O)C. The product is [NH2:11][C:5]1[C:6]([N+:8]([O-:10])=[O:9])=[CH:7][C:2]([N:13]2[CH:18]=[CH:17][CH:16]=[CH:15][C:14]2=[O:19])=[CH:3][C:4]=1[CH3:12]. The yield is 0.890. (10) The reactants are [Br:1][C:2]1[CH:3]=[C:4]([CH:23]=[CH:24][CH:25]=1)[CH2:5][N:6]1[C:14]2[C:13](=[O:15])[N:12]([CH3:16])[C:11](=[O:17])[N:10]([CH3:18])[C:9]=2[N:8]=[C:7]1[CH2:19][C:20]([OH:22])=O.C(N1C=CN=C1)(N1C=CN=C1)=O.[NH2:38][CH2:39][CH2:40][OH:41]. The catalyst is CN(C=O)C. The product is [Br:1][C:2]1[CH:3]=[C:4]([CH:23]=[CH:24][CH:25]=1)[CH2:5][N:6]1[C:14]2[C:13](=[O:15])[N:12]([CH3:16])[C:11](=[O:17])[N:10]([CH3:18])[C:9]=2[N:8]=[C:7]1[CH2:19][C:20]([NH:38][CH2:39][CH2:40][OH:41])=[O:22]. The yield is 0.750.